Dataset: Full USPTO retrosynthesis dataset with 1.9M reactions from patents (1976-2016). Task: Predict the reactants needed to synthesize the given product. (1) Given the product [NH2:8][C@@H:9]([CH2:13][C:14]1[CH:19]=[CH:18][C:17]([C:20]#[N:21])=[CH:16][CH:15]=1)[C:10]([O:12][CH3:26])=[O:11], predict the reactants needed to synthesize it. The reactants are: C(OC([NH:8][C@@H:9]([CH2:13][C:14]1[CH:19]=[CH:18][C:17]([C:20]#[N:21])=[CH:16][CH:15]=1)[C:10]([OH:12])=[O:11])=O)(C)(C)C.S(Cl)(Cl)=O.[CH3:26]O. (2) Given the product [CH3:13][C:14]1([CH3:21])[CH2:19][CH2:18][C:17]([N:7]2[CH2:12][CH2:11][O:10][CH2:9][CH2:8]2)=[CH:16][CH2:15]1, predict the reactants needed to synthesize it. The reactants are: C1([N:7]2[CH2:12][CH2:11][O:10][CH2:9][CH2:8]2)CCCCC=1.[CH3:13][C:14]1([CH3:21])[CH2:19][CH2:18][C:17](=O)[CH2:16][CH2:15]1.N1CCOCC1. (3) Given the product [F:1][C:2]1[CH:3]=[C:4]([CH:29]=[C:30]([N:32]2[CH2:37][CH2:36][CH2:35][CH2:34][CH2:33]2)[CH:31]=1)[C:5]([NH:7][C:8]1[C:17]2[C:12](=[CH:13][CH:14]=[CH:15][CH:16]=2)[C:11]([O:18][C:19]2[CH:24]=[CH:23][N:22]=[C:21]([NH:44][CH2:43][CH2:42][S:39]([CH3:38])(=[O:41])=[O:40])[N:20]=2)=[CH:10][CH:9]=1)=[O:6], predict the reactants needed to synthesize it. The reactants are: [F:1][C:2]1[CH:3]=[C:4]([CH:29]=[C:30]([N:32]2[CH2:37][CH2:36][CH2:35][CH2:34][CH2:33]2)[CH:31]=1)[C:5]([NH:7][C:8]1[C:17]2[C:12](=[CH:13][CH:14]=[CH:15][CH:16]=2)[C:11]([O:18][C:19]2[CH:24]=[CH:23][N:22]=[C:21](S(C)(=O)=O)[N:20]=2)=[CH:10][CH:9]=1)=[O:6].[CH3:38][S:39]([CH2:42][CH2:43][NH2:44])(=[O:41])=[O:40].